Task: Predict the reaction yield, written as a fraction of the theoretical maximum amount of product (1.0 means a 100% yield; for example, 0.34 means a 34% yield).. Dataset: Reaction yield outcomes from USPTO patents with 853,638 reactions (1) The reactants are C([NH:5][S:6]([C:9]1[CH:14]=[CH:13][CH:12]=[C:11]([C:15]2[CH:20]=[CH:19][CH:18]=[C:17]([C:21]3[N:26]=[C:25]([C:27]4[CH:32]=[CH:31][C:30]([C:33]#[N:34])=[CH:29][CH:28]=4)[CH:24]=[C:23]([CH3:35])[N:22]=3)[N:16]=2)[CH:10]=1)(=[O:8])=[O:7])(C)(C)C.C(O)(C(F)(F)F)=O. No catalyst specified. The product is [C:33]([C:30]1[CH:29]=[CH:28][C:27]([C:25]2[CH:24]=[C:23]([CH3:35])[N:22]=[C:21]([C:17]3[N:16]=[C:15]([C:11]4[CH:10]=[C:9]([S:6]([NH2:5])(=[O:7])=[O:8])[CH:14]=[CH:13][CH:12]=4)[CH:20]=[CH:19][CH:18]=3)[N:26]=2)=[CH:32][CH:31]=1)#[N:34]. The yield is 0.670. (2) The catalyst is O1CCOCC1.CCOC(C)=O. The reactants are [NH2:1][C:2]1[CH:7]=[CH:6][C:5]([S:8]([CH3:37])(=[O:36])=[N:9][C:10](=[O:35])[C:11]2[CH:16]=[C:15]([C:17]#[C:18][C:19]3[CH:24]=[CH:23][CH:22]=[C:21]([NH:25][C:26]([C:28]4[N:32]([CH3:33])[N:31]=[C:30]([CH3:34])[CH:29]=4)=[O:27])[CH:20]=3)[CH:14]=[N:13][CH:12]=2)=[CH:4][CH:3]=1.Cl[CH2:39][CH2:40][CH2:41][N:42]([CH2:45]C)[CH2:43]C. The yield is 0.0350. The product is [CH3:43][N:42]([CH3:45])[CH2:41][CH2:40][CH2:39][NH:1][C:2]1[CH:7]=[CH:6][C:5]([S:8]([CH3:37])(=[O:36])=[N:9][C:10](=[O:35])[C:11]2[CH:16]=[C:15]([C:17]#[C:18][C:19]3[CH:24]=[CH:23][CH:22]=[C:21]([NH:25][C:26]([C:28]4[N:32]([CH3:33])[N:31]=[C:30]([CH3:34])[CH:29]=4)=[O:27])[CH:20]=3)[CH:14]=[N:13][CH:12]=2)=[CH:4][CH:3]=1. (3) The reactants are Cl.[CH3:2][O:3][C:4](=[O:24])[CH2:5][C@H:6]1[CH2:11][CH2:10][C@H:9]([C:12]2[CH:17]=[CH:16][C:15]([NH:18][C:19](=[O:23])[CH2:20][CH2:21][NH2:22])=[CH:14][CH:13]=2)[CH2:8][CH2:7]1.CCN=C=NCCCN(C)C.[Cl:36][C:37]1[CH:42]=[CH:41][CH:40]=[CH:39][C:38]=1[C:43]1[O:44][C:45]([CH3:51])=[C:46]([C:48](O)=[O:49])[N:47]=1.C1C=CC2N(O)N=NC=2C=1.C(N(C(C)C)C(C)C)C.C([O-])(O)=O.[Na+]. The catalyst is ClCCl. The product is [CH3:2][O:3][C:4](=[O:24])[CH2:5][C@H:6]1[CH2:7][CH2:8][C@H:9]([C:12]2[CH:13]=[CH:14][C:15]([NH:18][C:19](=[O:23])[CH2:20][CH2:21][NH:22][C:48]([C:46]3[N:47]=[C:43]([C:38]4[CH:39]=[CH:40][CH:41]=[CH:42][C:37]=4[Cl:36])[O:44][C:45]=3[CH3:51])=[O:49])=[CH:16][CH:17]=2)[CH2:10][CH2:11]1. The yield is 0.880. (4) The reactants are [Br:1][C:2]1[CH:3]=[C:4]([CH:8]=[C:9]([F:11])[CH:10]=1)[C:5](O)=[O:6]. The catalyst is O1CCCC1.C(OCC)(=O)C. The product is [Br:1][C:2]1[CH:3]=[C:4]([CH:8]=[C:9]([F:11])[CH:10]=1)[CH2:5][OH:6]. The yield is 0.670. (5) The reactants are COC1C=CC(C[N:8]2[CH2:16][C:15]3[C:10](=[CH:11][CH:12]=[C:13]([C:17]([O:19][CH3:20])=[O:18])[CH:14]=3)[CH2:9]2)=CC=1.[ClH:23]. The catalyst is CO.[OH-].[OH-].[Pd+2]. The product is [ClH:23].[CH2:9]1[C:10]2[C:15](=[CH:14][C:13]([C:17]([O:19][CH3:20])=[O:18])=[CH:12][CH:11]=2)[CH2:16][NH:8]1. The yield is 0.910. (6) The reactants are [Cl:1][C:2]1[CH:10]=[C:9]2[C:5]([C:6]([CH:11]=[O:12])=[CH:7][NH:8]2)=[CH:4][C:3]=1[C:13]1[CH:24]=[CH:23][C:16]([O:17][CH2:18][C:19]([NH:21][CH3:22])=[O:20])=[CH:15][CH:14]=1.CC(=CC)C.Cl([O-])=[O:31].[Na+].P([O-])([O-])([O-])=O.[Na+].[Na+].[Na+]. The catalyst is C(#N)C.C(O)(C)(C)C.O. The product is [Cl:1][C:2]1[CH:10]=[C:9]2[C:5]([C:6]([C:11]([OH:31])=[O:12])=[CH:7][NH:8]2)=[CH:4][C:3]=1[C:13]1[CH:14]=[CH:15][C:16]([O:17][CH2:18][C:19]([NH:21][CH3:22])=[O:20])=[CH:23][CH:24]=1. The yield is 0.470. (7) The reactants are Br[C:2]1[CH:7]=[CH:6][C:5]([O:8][CH2:9][O:10][CH3:11])=[CH:4][C:3]=1[O:12][CH2:13][O:14][CH3:15].[B:16](OC(C)C)([O:21]C(C)C)[O:17]C(C)C.C([Li])CCC.Cl. The catalyst is CCCCCC.O1CCCC1. The product is [CH3:15][O:14][CH2:13][O:12][C:3]1[CH:4]=[C:5]([O:8][CH2:9][O:10][CH3:11])[CH:6]=[CH:7][C:2]=1[B:16]([OH:21])[OH:17]. The yield is 0.350.